This data is from Forward reaction prediction with 1.9M reactions from USPTO patents (1976-2016). The task is: Predict the product of the given reaction. Given the reactants [Cl:1][C:2]1[CH:11]=[C:10]2[C:5]([CH:6]=[CH:7][C:8](=[O:12])[NH:9]2)=[CH:4][CH:3]=1.CN(C=O)C.[Br:18]N1C(=O)CCC1=O, predict the reaction product. The product is: [Br:18][C:7]1[C:8](=[O:12])[NH:9][C:10]2[C:5]([CH:6]=1)=[CH:4][CH:3]=[C:2]([Cl:1])[CH:11]=2.